Task: Predict which catalyst facilitates the given reaction.. Dataset: Catalyst prediction with 721,799 reactions and 888 catalyst types from USPTO (1) Reactant: [Cl:1][C:2]1[CH:7]=[CH:6][C:5]([C:8]2([C:12]3[C:21]4[C:16](=[CH:17][CH:18]=[C:19]([O:22][CH2:23][CH2:24][NH:25]C(=O)OC(C)(C)C)[CH:20]=4)[CH2:15][CH2:14][N:13]=3)[CH2:11][CH2:10][CH2:9]2)=[CH:4][CH:3]=1.NC1C=CC=CN=1.[CH3:40][S:41](Cl)(=[O:43])=[O:42].O. Product: [Cl:1][C:2]1[CH:7]=[CH:6][C:5]([C:8]2([C:12]3[C:21]4[C:16](=[CH:17][CH:18]=[C:19]([O:22][CH2:23][CH2:24][NH:25][S:41]([CH3:40])(=[O:43])=[O:42])[CH:20]=4)[CH2:15][CH2:14][N:13]=3)[CH2:11][CH2:10][CH2:9]2)=[CH:4][CH:3]=1. The catalyst class is: 1. (2) The catalyst class is: 1. Reactant: CC(C)([O-])C.[K+].[C:7]([C:9]1[CH:10]=[CH:11][C:12]2[O:16][C:15]([CH2:17][C:18]3[C:26]([O:27][CH3:28])=[CH:25][C:24]([CH3:29])=[C:23]4[C:19]=3[CH:20]=[CH:21][N:22]4[C:30]([O:32][C:33]([CH3:36])([CH3:35])[CH3:34])=[O:31])=[N:14][C:13]=2[CH:37]=1)#[N:8].C1OCCOCCOCCOCCOCCOC1.Br[CH2:57][C:58]([O:60][CH3:61])=[O:59]. Product: [C:7]([C:9]1[CH:10]=[CH:11][C:12]2[O:16][C:15]([CH:17]([C:18]3[C:26]([O:27][CH3:28])=[CH:25][C:24]([CH3:29])=[C:23]4[C:19]=3[CH:20]=[CH:21][N:22]4[C:30]([O:32][C:33]([CH3:34])([CH3:36])[CH3:35])=[O:31])[CH2:57][C:58]([O:60][CH3:61])=[O:59])=[N:14][C:13]=2[CH:37]=1)#[N:8].